This data is from Reaction yield outcomes from USPTO patents with 853,638 reactions. The task is: Predict the reaction yield, written as a fraction of the theoretical maximum amount of product (1.0 means a 100% yield; for example, 0.34 means a 34% yield). The reactants are Br[C:2]1[N:6]=[C:5]([NH:7][CH2:8][CH:9]2[CH2:11][CH2:10]2)[N:4]([CH3:12])[N:3]=1.C(=O)([O-])[O-].[Cs+].[Cs+].CC1(C)C2C(=C(P(C3C=CC=CC=3)C3C=CC=CC=3)C=CC=2)OC2C(P(C3C=CC=CC=3)C3C=CC=CC=3)=CC=CC1=2.Cl.Cl.[CH3:63][O:64][C:65]1[CH:66]=[C:67]([CH:69]=[CH:70][C:71]=1[N:72]1[CH:76]=[C:75]([CH3:77])[N:74]=[CH:73]1)[NH2:68]. The catalyst is O1CCOCC1.C([O-])(=O)C.[Pd+2].C([O-])(=O)C. The product is [CH:9]1([CH2:8][NH:7][C:5]2[N:4]([CH3:12])[N:3]=[C:2]([NH:68][C:67]3[CH:69]=[CH:70][C:71]([N:72]4[CH:76]=[C:75]([CH3:77])[N:74]=[CH:73]4)=[C:65]([O:64][CH3:63])[CH:66]=3)[N:6]=2)[CH2:11][CH2:10]1. The yield is 0.260.